From a dataset of Reaction yield outcomes from USPTO patents with 853,638 reactions. Predict the reaction yield, written as a fraction of the theoretical maximum amount of product (1.0 means a 100% yield; for example, 0.34 means a 34% yield). (1) The product is [Si:1]([O:8][CH2:9][CH2:10][C@H:11]1[CH2:22][CH2:21][C:20]2[S:19][C:18]3[C:13](=[C:14]([O:38][CH:35]4[CH2:34][CH2:33][CH:32]([N:26]5[CH2:31][CH2:30][O:29][CH2:28][CH2:27]5)[CH2:37][CH2:36]4)[N:15]=[CH:16][N:17]=3)[C:12]1=2)([C:4]([CH3:7])([CH3:6])[CH3:5])([CH3:3])[CH3:2]. The reactants are [Si:1]([O:8][CH2:9][CH2:10][C@H:11]1[CH2:22][CH2:21][C:20]2[S:19][C:18]3[N:17]=[CH:16][N:15]=[C:14](Cl)[C:13]=3[C:12]1=2)([C:4]([CH3:7])([CH3:6])[CH3:5])([CH3:3])[CH3:2].[H-].[Na+].[N:26]1([C@H:32]2[CH2:37][CH2:36][C@H:35]([OH:38])[CH2:34][CH2:33]2)[CH2:31][CH2:30][O:29][CH2:28][CH2:27]1. The yield is 0.900. The catalyst is C1COCC1. (2) The reactants are [Cl:1][C:2]1[CH:7]=[C:6]([I:8])[CH:5]=[CH:4][C:3]=1[NH:9][C:10]1[N:15]([CH3:16])[C:14](=[O:17])[C:13]2[CH:18]=[CH:19][O:20][C:12]=2[C:11]=1[C:21]([NH:23][O:24][CH2:25][CH2:26][O:27]C=C)=[O:22].Cl.C([O-])(O)=O.[Na+]. The catalyst is CO. The product is [Cl:1][C:2]1[CH:7]=[C:6]([I:8])[CH:5]=[CH:4][C:3]=1[NH:9][C:10]1[N:15]([CH3:16])[C:14](=[O:17])[C:13]2[CH:18]=[CH:19][O:20][C:12]=2[C:11]=1[C:21]([NH:23][O:24][CH2:25][CH2:26][OH:27])=[O:22]. The yield is 0.890. (3) The reactants are [CH2:1]([O:3][CH:4]([O:20][CH2:21][CH3:22])[C:5]1[O:13][C:12]2[C:11]([N:14]3[CH2:19][CH2:18][NH:17][CH2:16][CH2:15]3)=[CH:10][N:9]=[CH:8][C:7]=2[CH:6]=1)[CH3:2].C(N(CC)CC)C.[CH:30]([S:33](Cl)(=[O:35])=[O:34])([CH3:32])[CH3:31]. The catalyst is CN(C)C=O. The product is [CH2:21]([O:20][CH:4]([O:3][CH2:1][CH3:2])[C:5]1[O:13][C:12]2[C:11]([N:14]3[CH2:19][CH2:18][N:17]([S:33]([CH:30]([CH3:32])[CH3:31])(=[O:35])=[O:34])[CH2:16][CH2:15]3)=[CH:10][N:9]=[CH:8][C:7]=2[CH:6]=1)[CH3:22]. The yield is 0.800. (4) The reactants are [Br:1][C:2]1[CH:7]=[CH:6][C:5]([OH:8])=[CH:4][CH:3]=1.[CH:9]1(Br)[CH2:13][CH2:12][CH2:11][CH2:10]1.[OH-].[Na+].CN(C=O)C. The catalyst is O. The product is [Br:1][C:2]1[CH:7]=[CH:6][C:5]([O:8][CH:9]2[CH2:13][CH2:12][CH2:11][CH2:10]2)=[CH:4][CH:3]=1. The yield is 0.940. (5) The reactants are C(OC([NH:8][C@@:9]1([C:32]([O:34]C(C)(C)C)=[O:33])[C@H:14]([CH2:15][S:16][C:17]2[CH:22]=[CH:21][C:20]([CH3:23])=[CH:19][CH:18]=2)[C@@H:13]([OH:24])[C@@H:12]2[C@H:10]1[C@H:11]2[C:25]([O:27]C(C)(C)C)=[O:26])=O)(C)(C)C.O.C(O)(=O)C. No catalyst specified. The product is [NH2:8][C@@:9]1([C:32]([OH:34])=[O:33])[C@H:14]([CH2:15][S:16][C:17]2[CH:18]=[CH:19][C:20]([CH3:23])=[CH:21][CH:22]=2)[C@@H:13]([OH:24])[C@@H:12]2[C@H:10]1[C@H:11]2[C:25]([OH:27])=[O:26]. The yield is 0.896. (6) The reactants are [F:1][C:2]1[CH:12]=[CH:11][C:5](/[CH:6]=[CH:7]/[C:8]([OH:10])=O)=[CH:4][CH:3]=1.CN(C(ON1N=NC2C=CC=CC1=2)=[N+](C)C)C.[B-](F)(F)(F)F.[CH:35]([N:38]1[CH2:43][CH2:42][NH:41][CH2:40][CH2:39]1)([CH3:37])[CH3:36]. The catalyst is CN(C=O)C. The product is [F:1][C:2]1[CH:3]=[CH:4][C:5](/[CH:6]=[CH:7]/[C:8]([N:41]2[CH2:42][CH2:43][N:38]([CH:35]([CH3:37])[CH3:36])[CH2:39][CH2:40]2)=[O:10])=[CH:11][CH:12]=1. The yield is 0.800. (7) The reactants are [F:1][C:2]1[CH:7]=[C:6]([F:8])[CH:5]=[CH:4][C:3]=1[C:9]1[CH:14]=[CH:13][CH:12]=[C:11]([NH:15][C:16]([C:18]2[NH:19][C:20]3[C:25]([CH:26]=2)=[CH:24][CH:23]=[C:22]([OH:27])[CH:21]=3)=[O:17])[CH:10]=1.[OH-].[K+].Br[C:31]([CH3:38])([CH3:37])[C:32]([O:34][CH2:35][CH3:36])=[O:33]. The catalyst is CS(C)=O. The product is [F:1][C:2]1[CH:7]=[C:6]([F:8])[CH:5]=[CH:4][C:3]=1[C:9]1[CH:14]=[CH:13][CH:12]=[C:11]([NH:15][C:16]([C:18]2[NH:19][C:20]3[C:25]([CH:26]=2)=[CH:24][CH:23]=[C:22]([O:27][C:31]([CH3:38])([CH3:37])[C:32]([O:34][CH2:35][CH3:36])=[O:33])[CH:21]=3)=[O:17])[CH:10]=1. The yield is 0.510. (8) The reactants are [Br:1][C:2]1[CH:3]=[N:4][CH:5]=[C:6]([CH:10]=1)[C:7](O)=[O:8].[CH3:11][O:12][NH:13][CH3:14].C1C=CC2N(O)N=NC=2C=1.CCN=C=NCCCN(C)C.CCN(CC)CC. The catalyst is CN(C=O)C.O. The product is [Br:1][C:2]1[CH:3]=[N:4][CH:5]=[C:6]([CH:10]=1)[C:7]([N:13]([O:12][CH3:11])[CH3:14])=[O:8]. The yield is 0.850. (9) The product is [O:31]=[C:12]1[C:11]2([C:3]3=[CH:4][C:5]4[O:9][CH2:8][O:7][C:6]=4[CH:10]=[C:2]3[O:33][CH2:32]2)[C:19]2[C:14](=[CH:15][CH:16]=[CH:17][CH:18]=2)[N:13]1[CH2:20][C:21]1[CH:22]=[CH:23][C:24]([C:25]([O:27][CH3:28])=[O:26])=[CH:29][CH:30]=1. No catalyst specified. The reactants are O[C:2]1[C:3]([C:11]2([CH2:32][OH:33])[C:19]3[C:14](=[CH:15][CH:16]=[CH:17][CH:18]=3)[N:13]([CH2:20][C:21]3[CH:30]=[CH:29][C:24]([C:25]([O:27][CH3:28])=[O:26])=[CH:23][CH:22]=3)[C:12]2=[O:31])=[CH:4][C:5]2[O:9][CH2:8][O:7][C:6]=2[CH:10]=1.C1(CCN2C3C(=CC=CC=3)C(C3C(O)=CC4OCOC=4C=3)(CO)C2=O)CC1. The yield is 0.870.